Predict the product of the given reaction. From a dataset of Forward reaction prediction with 1.9M reactions from USPTO patents (1976-2016). (1) Given the reactants [F:1][C:2]1[C:14]([NH:15][CH2:16][C:17]2[CH:22]=[C:21]([C:23]3[CH:28]=[CH:27][CH:26]=[C:25]([F:29])[CH:24]=3)[CH:20]=[C:19]([CH3:30])[C:18]=2[CH3:31])=[C:13]([F:32])[CH:12]=[CH:11][C:3]=1[O:4][CH2:5][C:6]([O:8]CC)=[O:7].[OH-].[Na+], predict the reaction product. The product is: [F:1][C:2]1[C:14]([NH:15][CH2:16][C:17]2[CH:22]=[C:21]([C:23]3[CH:28]=[CH:27][CH:26]=[C:25]([F:29])[CH:24]=3)[CH:20]=[C:19]([CH3:30])[C:18]=2[CH3:31])=[C:13]([F:32])[CH:12]=[CH:11][C:3]=1[O:4][CH2:5][C:6]([OH:8])=[O:7]. (2) The product is: [C:1]([NH:5][C:6](=[O:15])[C:7]1[CH:12]=[CH:11][C:10]([I:13])=[C:9]([O:14][CH2:28][C:29]([F:32])([F:31])[F:30])[CH:8]=1)([CH3:4])([CH3:2])[CH3:3]. Given the reactants [C:1]([NH:5][C:6](=[O:15])[C:7]1[CH:12]=[CH:11][C:10]([I:13])=[C:9]([OH:14])[CH:8]=1)([CH3:4])([CH3:3])[CH3:2].C([O-])([O-])=O.[K+].[K+].FC(F)(F)S(O[CH2:28][C:29]([F:32])([F:31])[F:30])(=O)=O, predict the reaction product. (3) Given the reactants [C:1]([O:5][C:6]([NH:8][CH2:9][C@H:10]1[CH2:15][CH2:14][C@H:13]([C:16]([NH:18][C@H:19]([C:37](=[O:50])[NH:38][C:39]2[CH:44]=[CH:43][C:42]([C:45]3[NH:49][N:48]=[N:47][N:46]=3)=[CH:41][CH:40]=2)[CH2:20][C:21]2[CH:26]=[CH:25][C:24]([C:27]3[C:28]([CH3:36])=[CH:29][C:30]([C:33](O)=[O:34])=[N:31][CH:32]=3)=[CH:23][CH:22]=2)=[O:17])[CH2:12][CH2:11]1)=[O:7])([CH3:4])([CH3:3])[CH3:2].[NH2:51][CH:52]1[CH2:57][N:56]([C:58]([O:60][C:61]([CH3:64])([CH3:63])[CH3:62])=[O:59])[CH2:55][C:54]([F:66])([F:65])[CH2:53]1.C(N(CC)C(C)C)(C)C.F[P-](F)(F)(F)(F)F.CN(C(ON1C2=NC=CC=C2N=N1)=[N+](C)C)C, predict the reaction product. The product is: [C:1]([O:5][C:6]([NH:8][CH2:9][C@H:10]1[CH2:11][CH2:12][C@H:13]([C:16]([NH:18][C@H:19]([C:37](=[O:50])[NH:38][C:39]2[CH:44]=[CH:43][C:42]([C:45]3[NH:49][N:48]=[N:47][N:46]=3)=[CH:41][CH:40]=2)[CH2:20][C:21]2[CH:22]=[CH:23][C:24]([C:27]3[C:28]([CH3:36])=[CH:29][C:30]([C:33]([NH:51][CH:52]4[CH2:57][N:56]([C:58]([O:60][C:61]([CH3:62])([CH3:63])[CH3:64])=[O:59])[CH2:55][C:54]([F:66])([F:65])[CH2:53]4)=[O:34])=[N:31][CH:32]=3)=[CH:25][CH:26]=2)=[O:17])[CH2:14][CH2:15]1)=[O:7])([CH3:4])([CH3:2])[CH3:3]. (4) Given the reactants [NH:1]1[C:9]2[C:4](=[CH:5][CH:6]=[CH:7][CH:8]=2)[C:3]([CH2:10][C:11](=[O:15])[C:12]([OH:14])=[O:13])=[CH:2]1.[OH-].[Na+].C(O)(=O)C(C)=[O:20].OC(C[C:36]1C2C(=CC=CC=2)[NH:38][CH:37]=1)(C(O)=O)CC(=O)C(O)=O.Cl.[C:46](=[O:49])([O-])[O-:47].[Na+].[Na+], predict the reaction product. The product is: [OH:15][C:11]([CH2:10][C:3]1[C:4]2[C:9](=[CH:8][CH:7]=[CH:6][CH:5]=2)[NH:1][CH:2]=1)([C:12]([OH:14])=[O:13])[CH2:36][C:37](=[N:38][OH:20])[C:46]([OH:47])=[O:49]. (5) Given the reactants [C:1](#[N:3])C.[CH:4]1[CH:5]=[CH:6][C:7]([CH:10]([N:18]2[CH2:23][CH2:22][N:21]([CH2:24][CH2:25][O:26][CH2:27][C:28]([OH:30])=O)[CH2:20][CH2:19]2)[C:11]2[CH:12]=[CH:13][C:14]([Cl:17])=[CH:15][CH:16]=2)=[CH:8][CH:9]=1.[C:31]1(C)C=CC=CC=1, predict the reaction product. The product is: [CH3:31][N:3]([CH3:1])[C:28](=[O:30])[CH2:27][O:26][CH2:25][CH2:24][N:21]1[CH2:22][CH2:23][N:18]([CH:10]([C:7]2[CH:6]=[CH:5][CH:4]=[CH:9][CH:8]=2)[C:11]2[CH:16]=[CH:15][C:14]([Cl:17])=[CH:13][CH:12]=2)[CH2:19][CH2:20]1.